This data is from Reaction yield outcomes from USPTO patents with 853,638 reactions. The task is: Predict the reaction yield, written as a fraction of the theoretical maximum amount of product (1.0 means a 100% yield; for example, 0.34 means a 34% yield). (1) The reactants are CN1CCCCC1C(O)=O.C1C=NC2[N:17](O)[N:18]=NC=2C=1.CN(C(ON1N=NC2C=CC=NC1=2)=[N+](C)C)C.F[P-](F)(F)(F)(F)F.CCN(CC)CC.C([O:55][C@@H:56]([C:75]1[S:76][CH:77]=[C:78]([C:80](=[O:83])[NH:81][CH3:82])[N:79]=1)[CH2:57][C@@H:58]([N:62]([CH2:71][CH2:72][O:73][CH3:74])[C:63](=[O:70])[C@@H:64]([NH2:69])[C@@H:65]([CH3:68])[CH2:66][CH3:67])[CH:59]([CH3:61])[CH3:60])(=O)C. The catalyst is ClCCl. The product is [N:69]([C@@H:64]([C@@H:65]([CH3:68])[CH2:66][CH3:67])[C:63]([N:62]([C@@H:58]([CH:59]([CH3:61])[CH3:60])[CH2:57][C@H:56]([C:75]1[S:76][CH:77]=[C:78]([C:80]([NH:81][CH3:82])=[O:83])[N:79]=1)[OH:55])[CH2:71][CH2:72][O:73][CH3:74])=[O:70])=[N+:17]=[N-:18]. The yield is 0.990. (2) The reactants are Cl[CH2:2][C:3]1[CH:8]=[CH:7][CH:6]=[CH:5][C:4]=1[CH2:9][C:10]([OH:12])=[O:11].[NH:13]1[CH2:18][CH2:17][O:16][CH2:15][CH2:14]1. The catalyst is C1COCC1.C(OCC)(=O)C. The product is [O:16]1[CH2:17][CH2:18][N:13]([CH2:2][C:3]2[CH:8]=[CH:7][CH:6]=[CH:5][C:4]=2[CH2:9][C:10]([OH:12])=[O:11])[CH2:14][CH2:15]1. The yield is 0.870. (3) The reactants are [F:1][C:2]1[CH:7]=[CH:6][CH:5]=[C:4]([F:8])[C:3]=1[C:9]1[N:14]=[C:13]([C:15]([OH:17])=O)[CH:12]=[CH:11][C:10]=1[F:18].[NH2:19][C:20]1[C:21]([N:29]2[CH2:34][CH2:33][CH2:32][C@H:31]([NH:35]C(=O)OC(C)(C)C)[CH2:30]2)=[C:22]2[CH2:28][CH2:27][O:26][C:23]2=[N:24][CH:25]=1.CN(C(ON1N=NC2C=CC=NC1=2)=[N+](C)C)C.F[P-](F)(F)(F)(F)F.CCN(C(C)C)C(C)C. The catalyst is CN(C=O)C. The product is [NH2:35][C@H:31]1[CH2:32][CH2:33][CH2:34][N:29]([C:21]2[C:20]([NH:19][C:15]([C:13]3[CH:12]=[CH:11][C:10]([F:18])=[C:9]([C:3]4[C:4]([F:8])=[CH:5][CH:6]=[CH:7][C:2]=4[F:1])[N:14]=3)=[O:17])=[CH:25][N:24]=[C:23]3[O:26][CH2:27][CH2:28][C:22]=23)[CH2:30]1. The yield is 0.220. (4) The reactants are [NH2:1][CH2:2][C:3]1[S:4][C:5]([C:19]([CH3:22])([CH3:21])[CH3:20])=[CH:6][C:7]=1[NH:8][C:9]([NH:11][C:12]1[CH:17]=[CH:16][C:15]([CH3:18])=[CH:14][CH:13]=1)=[O:10].[C:23]([NH:30][CH2:31][C:32](O)=[O:33])([O:25][C:26]([CH3:29])([CH3:28])[CH3:27])=[O:24].C1(N=C=NC2CCCCC2)CCCCC1.O.ON1C2C=CC=CC=2N=N1. The catalyst is C1COCC1.CCOC(C)=O. The product is [C:23]([NH:30][CH2:31][C:32]([NH:1][CH2:2][C:3]1[S:4][C:5]([C:19]([CH3:22])([CH3:21])[CH3:20])=[CH:6][C:7]=1[NH:8][C:9]([NH:11][C:12]1[CH:17]=[CH:16][C:15]([CH3:18])=[CH:14][CH:13]=1)=[O:10])=[O:33])([O:25][C:26]([CH3:27])([CH3:28])[CH3:29])=[O:24]. The yield is 0.400. (5) The reactants are [Br:1][C:2]1[CH:3]=[CH:4][C:5]2[C:11](=[O:12])[CH2:10][CH2:9][CH2:8][O:7][C:6]=2[CH:13]=1.[Br:14]Br. The catalyst is C(OCC)C. The product is [Br:14][CH:10]1[CH2:9][CH2:8][O:7][C:6]2[CH:13]=[C:2]([Br:1])[CH:3]=[CH:4][C:5]=2[C:11]1=[O:12]. The yield is 0.970. (6) The reactants are [CH2:1]([O:3][C:4]([C:6]1[C:11]([NH:12][C:13]2[CH:18]=[CH:17][C:16]([CH3:19])=[CH:15][C:14]=2[F:20])=[C:10]([CH3:21])[C:9](=[O:22])[N:8]([CH3:23])[C:7]=1[CH3:24])=[O:5])[CH3:2].[Br:25]N1C(=O)CCC1=O. The catalyst is CN(C=O)C.CCOC(C)=O. The product is [CH2:1]([O:3][C:4]([C:6]1[C:11]([NH:12][C:13]2[CH:18]=[CH:17][C:16]([CH3:19])=[CH:15][C:14]=2[F:20])=[C:10]([CH3:21])[C:9](=[O:22])[N:8]([CH3:23])[C:7]=1[CH2:24][Br:25])=[O:5])[CH3:2]. The yield is 0.660.